This data is from Forward reaction prediction with 1.9M reactions from USPTO patents (1976-2016). The task is: Predict the product of the given reaction. (1) Given the reactants [C:1]1([NH:7]N)[CH:6]=[CH:5][CH:4]=[CH:3][CH:2]=1.O=[C:10]([CH2:14][CH3:15])[C:11]([OH:13])=[O:12].[CH3:16][CH2:17]O, predict the reaction product. The product is: [CH2:16]([O:13][C:11]([C:10]1[NH:7][C:1]2[C:6]([C:14]=1[CH3:15])=[CH:5][CH:4]=[CH:3][CH:2]=2)=[O:12])[CH3:17]. (2) The product is: [NH3:8].[F:1][C:2]1[C:26]([C:32]#[C:31][C:29]([OH:33])([CH3:30])[CH3:28])=[CH:25][C:5]2[C:6]3[N:10]=[C:9]([C:11]([NH2:13])=[O:12])[N:8]([CH2:14][C:15]4[N:19]([CH3:20])[N:18]=[CH:17][CH:16]=4)[C:7]=3[CH:21]3[CH2:24][CH:23]([C:4]=2[CH:3]=1)[CH2:22]3. Given the reactants [F:1][C:2]1[C:26](I)=[CH:25][C:5]2[C:6]3[N:10]=[C:9]([C:11]([NH2:13])=[O:12])[N:8]([CH2:14][C:15]4[N:19]([CH3:20])[N:18]=[CH:17][CH:16]=4)[C:7]=3[CH:21]3[CH2:24][CH:23]([C:4]=2[CH:3]=1)[CH2:22]3.[CH3:28][C:29]([OH:33])([C:31]#[CH:32])[CH3:30].ClCCl, predict the reaction product. (3) The product is: [NH2:13][CH2:2][C:3]([C:5]1[CH:10]=[CH:9][C:8]([Br:11])=[CH:7][CH:6]=1)=[O:4]. Given the reactants Br[CH2:2][C:3]([C:5]1[CH:10]=[CH:9][C:8]([Br:11])=[CH:7][CH:6]=1)=[O:4].C1N2CN3CN(C2)C[N:13]1C3.Cl, predict the reaction product. (4) The product is: [C:27]([CH:25]([CH:23]([C:22]([OH:31])=[O:30])[OH:24])[OH:26])([OH:29])=[O:28].[N:1]12[CH2:8][CH2:7][CH:4]([CH2:5][CH2:6]1)[C@@H:3]([NH:9][C:10]([C:12]1[N:13]=[CH:14][C:15]3[N:16]([C:18]([C:32]#[N:33])=[CH:19][CH:20]=3)[CH:17]=1)=[O:11])[CH2:2]2. Given the reactants [N:1]12[CH2:8][CH2:7][CH:4]([CH2:5][CH2:6]1)[C@@H:3]([NH:9][C:10]([C:12]1[N:13]=[CH:14][C:15]3[N:16]([C:18](Br)=[CH:19][CH:20]=3)[CH:17]=1)=[O:11])[CH2:2]2.[C:22]([OH:31])(=[O:30])[C@H:23]([C@@H:25]([C:27]([OH:29])=[O:28])[OH:26])[OH:24].[CH3:32][N:33](C=O)C, predict the reaction product. (5) The product is: [CH2:6]([O:13][N:14]1[C:19](=[O:20])[C:18]2[CH:21]=[C:22]([F:26])[C:23]([N:1]3[CH2:5][CH2:4][CH2:3][CH2:2]3)=[N:24][C:17]=2[N:16]([C:27]2[CH:28]=[CH:29][C:30]([O:33][CH3:34])=[CH:31][CH:32]=2)[C:15]1=[O:35])[C:7]1[CH:12]=[CH:11][CH:10]=[CH:9][CH:8]=1. Given the reactants [NH:1]1[CH2:5][CH2:4][CH2:3][CH2:2]1.[CH2:6]([O:13][N:14]1[C:19](=[O:20])[C:18]2[CH:21]=[C:22]([F:26])[C:23](Cl)=[N:24][C:17]=2[N:16]([C:27]2[CH:32]=[CH:31][C:30]([O:33][CH3:34])=[CH:29][CH:28]=2)[C:15]1=[O:35])[C:7]1[CH:12]=[CH:11][CH:10]=[CH:9][CH:8]=1.C(N(CC)CC)C, predict the reaction product.